Dataset: Forward reaction prediction with 1.9M reactions from USPTO patents (1976-2016). Task: Predict the product of the given reaction. (1) Given the reactants [O:1]=[S:2]1(=[O:25])[CH2:7][CH:6]=[C:5]([C:8]2[CH:13]=[CH:12][C:11]([N:14]3[CH2:18][C@H:17]([CH2:19][N:20]=[N+:21]=[N-:22])[O:16][C:15]3=[O:23])=[CH:10][C:9]=2[F:24])[CH2:4][CH2:3]1.C([O:30][C:31](=[O:34])[C:32]#[CH:33])(C)(C)C.C(OCC)(=O)C, predict the reaction product. The product is: [O:25]=[S:2]1(=[O:1])[CH2:3][CH:4]=[C:5]([C:8]2[CH:13]=[CH:12][C:11]([N:14]3[CH2:18][C@H:17]([CH2:19][N:20]4[CH:33]=[C:32]([C:31]([OH:34])=[O:30])[N:22]=[N:21]4)[O:16][C:15]3=[O:23])=[CH:10][C:9]=2[F:24])[CH2:6][CH2:7]1. (2) Given the reactants [Cl:1][C:2]1[CH:3]=[CH:4][C:5]([CH3:21])=[C:6]([C:8]2[N:9]([C:14]([O:16][C:17]([CH3:20])([CH3:19])[CH3:18])=[O:15])[CH:10]=[C:11](I)[CH:12]=2)[CH:7]=1.[CH3:22][C:23]1([CH3:34])[C:27]([CH3:29])([CH3:28])[O:26][B:25](OC(C)C)[O:24]1.[Li]CCCC.[NH4+].[Cl-], predict the reaction product. The product is: [Cl:1][C:2]1[CH:3]=[CH:4][C:5]([CH3:21])=[C:6]([C:8]2[N:9]([C:14]([O:16][C:17]([CH3:20])([CH3:19])[CH3:18])=[O:15])[CH:10]=[C:11]([B:25]3[O:26][C:27]([CH3:29])([CH3:28])[C:23]([CH3:34])([CH3:22])[O:24]3)[CH:12]=2)[CH:7]=1. (3) Given the reactants Cl[C:2]1[C:7]([C:8]#[N:9])=[CH:6][N:5]=[C:4]2[S:10][C:11]([C:13]3[CH:18]=[CH:17][CH:16]=[CH:15][CH:14]=3)=[CH:12][C:3]=12.[NH:19]1[C:27]2[C:22](=[CH:23][C:24](B(O)O)=[CH:25][CH:26]=2)[CH:21]=[CH:20]1, predict the reaction product. The product is: [NH:19]1[C:27]2[C:22](=[CH:23][C:24]([C:2]3[C:7]([C:8]#[N:9])=[CH:6][N:5]=[C:4]4[S:10][C:11]([C:13]5[CH:18]=[CH:17][CH:16]=[CH:15][CH:14]=5)=[CH:12][C:3]=34)=[CH:25][CH:26]=2)[CH:21]=[CH:20]1. (4) Given the reactants Cl[C:2]1[NH:6][C:5]2[CH:7]=[C:8]([C:20]([F:23])([F:22])[F:21])[CH:9]=[C:10]([C:11]3[CH:16]=[C:15]([F:17])[C:14]([F:18])=[C:13]([F:19])[CH:12]=3)[C:4]=2[N:3]=1.[Br:24][C:25]1[C:26]([N:31]2[CH2:36][CH2:35][NH:34][CH2:33][C@H:32]2[CH3:37])=[N:27][CH:28]=[CH:29][CH:30]=1, predict the reaction product. The product is: [Br:24][C:25]1[C:26]([N:31]2[CH2:36][CH2:35][N:34]([C:2]3[NH:3][C:4]4[C:10]([C:11]5[CH:16]=[C:15]([F:17])[C:14]([F:18])=[C:13]([F:19])[CH:12]=5)=[CH:9][C:8]([C:20]([F:23])([F:22])[F:21])=[CH:7][C:5]=4[N:6]=3)[CH2:33][C@H:32]2[CH3:37])=[N:27][CH:28]=[CH:29][CH:30]=1.